From a dataset of Forward reaction prediction with 1.9M reactions from USPTO patents (1976-2016). Predict the product of the given reaction. (1) The product is: [CH2:27]([N:13]1[C:14]2=[N:15][CH:16]=[N:17][C:18]([NH2:20])=[C:19]2[C:11]([C:2]2[CH:3]=[CH:4][C:5]3[C:10](=[CH:9][CH:8]=[CH:7][CH:6]=3)[CH:1]=2)=[N:12]1)[C:28]1[CH:33]=[CH:32][CH:31]=[CH:30][CH:29]=1. Given the reactants [CH:1]1[C:10]2[C:5](=[CH:6][CH:7]=[CH:8][CH:9]=2)[CH:4]=[CH:3][C:2]=1[C:11]1[C:19]2[C:14](=[N:15][CH:16]=[N:17][C:18]=2[NH2:20])[NH:13][N:12]=1.C([O-])([O-])=O.[K+].[K+].[CH2:27](Br)[C:28]1[CH:33]=[CH:32][CH:31]=[CH:30][CH:29]=1.O, predict the reaction product. (2) Given the reactants [Cl:1][C:2]1[CH:7]=[C:6]([C:8]#[C:9][C:10]2[N:11]=[C:12]([CH3:22])[N:13]([C:15]3[CH:20]=[CH:19][C:18]([CH3:21])=[CH:17][CH:16]=3)[CH:14]=2)[CH:5]=[CH:4][N:3]=1.[CH:23]([N-]C(C)C)(C)C.[Li+].IC, predict the reaction product. The product is: [Cl:1][C:2]1[CH:7]=[C:6]([C:8]#[C:9][C:10]2[N:11]=[C:12]([CH3:22])[N:13]([C:15]3[CH:20]=[CH:19][C:18]([CH3:21])=[CH:17][CH:16]=3)[C:14]=2[CH3:23])[CH:5]=[CH:4][N:3]=1.